Dataset: Full USPTO retrosynthesis dataset with 1.9M reactions from patents (1976-2016). Task: Predict the reactants needed to synthesize the given product. Given the product [OH:26][C:25]([CH2:28][CH2:29][CH3:30])([CH2:22][CH2:23][CH3:24])[CH2:27][NH:1][C:2]1[CH:3]=[C:4]([CH2:8][CH2:9][CH2:10][N:11]2[C:19](=[O:20])[C:18]3[C:13](=[CH:14][CH:15]=[CH:16][CH:17]=3)[C:12]2=[O:21])[CH:5]=[CH:6][CH:7]=1, predict the reactants needed to synthesize it. The reactants are: [NH2:1][C:2]1[CH:3]=[C:4]([CH2:8][CH2:9][CH2:10][N:11]2[C:19](=[O:20])[C:18]3[C:13](=[CH:14][CH:15]=[CH:16][CH:17]=3)[C:12]2=[O:21])[CH:5]=[CH:6][CH:7]=1.[CH2:22]([C:25]1([CH2:28][CH2:29][CH3:30])[CH2:27][O:26]1)[CH2:23][CH3:24].